From a dataset of Catalyst prediction with 721,799 reactions and 888 catalyst types from USPTO. Predict which catalyst facilitates the given reaction. Reactant: [NH:1]([C:8]([C:10]1[N:11]([CH2:27][C:28]([OH:30])=[O:29])[C:12]2[C:17]([CH:18]=1)=[CH:16][C:15]([NH:19][C:20](=[O:26])[CH2:21][C:22]([CH3:25])([CH3:24])[CH3:23])=[CH:14][CH:13]=2)=[O:9])[C:2]1[CH:7]=[CH:6][CH:5]=[CH:4][CH:3]=1.[CH2:31](O)[CH3:32].CN(C)CCCN=C=NCC.Cl. Product: [NH:1]([C:8]([C:10]1[N:11]([CH2:27][C:28]([O:30][CH2:31][CH3:32])=[O:29])[C:12]2[C:17]([CH:18]=1)=[CH:16][C:15]([NH:19][C:20](=[O:26])[CH2:21][C:22]([CH3:25])([CH3:23])[CH3:24])=[CH:14][CH:13]=2)=[O:9])[C:2]1[CH:7]=[CH:6][CH:5]=[CH:4][CH:3]=1. The catalyst class is: 119.